The task is: Predict which catalyst facilitates the given reaction.. This data is from Catalyst prediction with 721,799 reactions and 888 catalyst types from USPTO. (1) Reactant: I[CH:2]([CH3:4])[CH3:3].[OH:5][C:6]1[CH:15]=[C:14]([I:16])[CH:13]=[CH:12][C:7]=1[C:8]([O:10][CH3:11])=[O:9].C(=O)([O-])[O-].[K+].[K+].CN(C=O)C. Product: [I:16][C:14]1[CH:13]=[CH:12][C:7]([C:8]([O:10][CH3:11])=[O:9])=[C:6]([O:5][CH:2]([CH3:4])[CH3:3])[CH:15]=1. The catalyst class is: 6. (2) The catalyst class is: 3. Reactant: [OH:1][C:2]1[CH:11]=[C:10]2[C:5]([C:6](=[O:17])[CH:7]=[C:8]([C:12]([O:14][CH2:15][CH3:16])=[O:13])[O:9]2)=[CH:4][CH:3]=1.Cl[CH:19]([F:21])[F:20].C([O-])([O-])=O.[K+].[K+]. Product: [F:20][CH:19]([F:21])[O:1][C:2]1[CH:11]=[C:10]2[C:5]([C:6](=[O:17])[CH:7]=[C:8]([C:12]([O:14][CH2:15][CH3:16])=[O:13])[O:9]2)=[CH:4][CH:3]=1. (3) Reactant: [OH:1][C:2]1[CH:10]=[CH:9][C:5]([C:6]([OH:8])=O)=[CH:4][CH:3]=1.Cl.[N+:12]([C:15]1[CH:22]=[CH:21][C:18]([CH2:19][NH2:20])=[CH:17][CH:16]=1)([O-:14])=[O:13].C(N(CC)CC)C.CCN=C=NCCCN(C)C.C1C=CC2N(O)N=NC=2C=1. Product: [OH:1][C:2]1[CH:3]=[CH:4][C:5]([C:6]([NH:20][CH2:19][C:18]2[CH:17]=[CH:16][C:15]([N+:12]([O-:14])=[O:13])=[CH:22][CH:21]=2)=[O:8])=[CH:9][CH:10]=1. The catalyst class is: 31. (4) Reactant: [CH3:1][C@@H:2]([CH2:5][N:6]1[C:14]2[C:9](=[CH:10][C:11]([CH3:15])=[CH:12][CH:13]=2)[CH:8]=[N:7]1)[CH2:3][OH:4].CCN(CC)CC.[CH3:23][S:24](Cl)(=[O:26])=[O:25].C([O-])(O)=O.[Na+]. Product: [CH3:23][S:24]([O:4][CH2:3][C@@H:2]([CH3:1])[CH2:5][N:6]1[C:14]2[C:9](=[CH:10][C:11]([CH3:15])=[CH:12][CH:13]=2)[CH:8]=[N:7]1)(=[O:26])=[O:25]. The catalyst class is: 1.